Dataset: Reaction yield outcomes from USPTO patents with 853,638 reactions. Task: Predict the reaction yield, written as a fraction of the theoretical maximum amount of product (1.0 means a 100% yield; for example, 0.34 means a 34% yield). (1) The reactants are [C:1]([C:4]1[CH:9]=[CH:8][CH:7]=[CH:6][C:5]=1[NH:10][C:11](=O)[C:12]1[CH:17]=[CH:16][N:15]=[CH:14][CH:13]=1)(=[O:3])[CH3:2].CC(C)([O-])C.[K+]. The catalyst is C(O)(C)(C)C. The product is [N:15]1[CH:16]=[CH:17][C:12]([C:11]2[NH:10][C:5]3[C:4]([C:1](=[O:3])[CH:2]=2)=[CH:9][CH:8]=[CH:7][CH:6]=3)=[CH:13][CH:14]=1. The yield is 0.820. (2) The reactants are C(OC([NH:7][C@H:8]([CH:80]([CH3:82])[CH3:81])[C:9]([NH:11][C@H:12]([CH3:79])[C:13]([NH:15][C:16]1[CH:78]=[CH:77][C:19]([CH2:20][O:21][C:22]([N:24]2[C:30]3[CH:31]=[C:32]([O:37][CH2:38][CH2:39][CH2:40][O:41][C:42]4[C:43]([O:67][CH3:68])=[CH:44][C:45]5[C:51](=[O:52])[N:50]6[CH:53]=[C:54](/[CH:56]=[CH:57]/[CH3:58])[CH2:55][C@H:49]6[C@H:48](O)[N:47](C(OCC=C)=O)[C:46]=5[CH:66]=4)[C:33]([O:35][CH3:36])=[CH:34][C:29]=3[C:28](=[O:69])[N:27]3[CH:70]=[C:71](/[CH:73]=[CH:74]/[CH3:75])[CH2:72][C@H:26]3[C@@H:25]2[OH:76])=[O:23])=[CH:18][CH:17]=1)=[O:14])=[O:10])=O)C=C.N1CCCC1. The catalyst is C(Cl)Cl. The product is [OH:76][C@@H:25]1[N:24]([C:22]([O:21][CH2:20][C:19]2[CH:77]=[CH:78][C:16]([NH:15][C:13](=[O:14])[C@H:12]([NH:11][C:9](=[O:10])[C@H:8]([NH2:7])[CH:80]([CH3:81])[CH3:82])[CH3:79])=[CH:17][CH:18]=2)=[O:23])[C:30]2[CH:31]=[C:32]([O:37][CH2:38][CH2:39][CH2:40][O:41][C:42]3[C:43]([O:67][CH3:68])=[CH:44][C:45]4[C:51](=[O:52])[N:50]5[CH:53]=[C:54](/[CH:56]=[CH:57]/[CH3:58])[CH2:55][C@H:49]5[CH:48]=[N:47][C:46]=4[CH:66]=3)[C:33]([O:35][CH3:36])=[CH:34][C:29]=2[C:28](=[O:69])[N:27]2[CH:70]=[C:71](/[CH:73]=[CH:74]/[CH3:75])[CH2:72][C@@H:26]12. The yield is 1.00.